This data is from Full USPTO retrosynthesis dataset with 1.9M reactions from patents (1976-2016). The task is: Predict the reactants needed to synthesize the given product. (1) Given the product [CH3:22][O:23][C:24]1[C:29]([C:17]2[CH:16]=[CH:15][C:14]([O:13][CH2:12][C:8]3[CH:7]=[C:6]([CH2:5][C:4]([OH:3])=[O:21])[CH:11]=[CH:10][CH:9]=3)=[CH:19][CH:18]=2)=[CH:28][CH:27]=[CH:26][N:25]=1, predict the reactants needed to synthesize it. The reactants are: C([O:3][C:4](=[O:21])[CH2:5][C:6]1[CH:11]=[CH:10][CH:9]=[C:8]([CH2:12][O:13][C:14]2[CH:19]=[CH:18][C:17](I)=[CH:16][CH:15]=2)[CH:7]=1)C.[CH3:22][O:23][C:24]1[C:29](B(O)O)=[CH:28][CH:27]=[CH:26][N:25]=1. (2) Given the product [S:27]1[CH:31]=[CH:30][N:29]=[C:28]1[CH2:32][NH:33][C:23]([C:7]1[C:8]2[S:12][C:11]([NH:13][C:14](=[O:22])[C:15]3[CH:16]=[CH:17][C:18]([CH3:21])=[CH:19][CH:20]=3)=[N:10][C:9]=2[N:5]([C:1]([CH3:3])([CH3:4])[CH3:2])[CH:6]=1)=[O:24], predict the reactants needed to synthesize it. The reactants are: [C:1]([N:5]1[C:9]2[N:10]=[C:11]([NH:13][C:14](=[O:22])[C:15]3[CH:20]=[CH:19][C:18]([CH3:21])=[CH:17][CH:16]=3)[S:12][C:8]=2[C:7]([C:23](O)=[O:24])=[CH:6]1)([CH3:4])([CH3:3])[CH3:2].Cl.[S:27]1[CH:31]=[CH:30][N:29]=[C:28]1[CH2:32][NH2:33].ON1C2N=CC=CC=2N=N1.Cl.CN(C)CCCN=C=NCC.CN1CCOCC1. (3) Given the product [OH:35][C@@:31]([C:29]1[O:30][C:26]([CH3:25])=[CH:27][N:28]=1)([CH3:32])[C:33]#[C:34][C:2]1[CH:3]=[C:4]([C:8]2[N:17]=[C:16]([C:18]([O:20][CH2:21][CH3:22])=[O:19])[C:15]3[C:10](=[C:11]([O:23][CH3:24])[CH:12]=[CH:13][CH:14]=3)[N:9]=2)[CH:5]=[CH:6][CH:7]=1, predict the reactants needed to synthesize it. The reactants are: Br[C:2]1[CH:3]=[C:4]([C:8]2[N:17]=[C:16]([C:18]([O:20][CH2:21][CH3:22])=[O:19])[C:15]3[C:10](=[C:11]([O:23][CH3:24])[CH:12]=[CH:13][CH:14]=3)[N:9]=2)[CH:5]=[CH:6][CH:7]=1.[CH3:25][C:26]1[O:30][C:29]([C@@:31]([OH:35])([C:33]#[CH:34])[CH3:32])=[N:28][CH:27]=1. (4) Given the product [N:31]1([CH2:30][CH2:29][N:3]2[N:2]=[N:1][C:5]([C:6]3[CH:7]=[C:8]([C:12]4[N:17]5[N:18]=[CH:19][C:20]([C:21]([C:23]6[S:24][CH:25]=[CH:26][CH:27]=6)=[O:22])=[C:16]5[N:15]=[CH:14][CH:13]=4)[CH:9]=[CH:10][CH:11]=3)=[N:4]2)[CH2:36][CH2:35][O:34][CH2:33][CH2:32]1, predict the reactants needed to synthesize it. The reactants are: [NH:1]1[C:5]([C:6]2[CH:7]=[C:8]([C:12]3[N:17]4[N:18]=[CH:19][C:20]([C:21]([C:23]5[S:24][CH:25]=[CH:26][CH:27]=5)=[O:22])=[C:16]4[N:15]=[CH:14][CH:13]=3)[CH:9]=[CH:10][CH:11]=2)=[N:4][N:3]=[N:2]1.Cl[CH2:29][CH2:30][N:31]1[CH2:36][CH2:35][O:34][CH2:33][CH2:32]1. (5) Given the product [CH2:1]([N:8]1[CH2:13][CH2:12][C:11]2[C:14](=[O:16])[NH:26][CH:24]=[N:25][C:10]=2[CH2:9]1)[C:2]1[CH:7]=[CH:6][CH:5]=[CH:4][CH:3]=1, predict the reactants needed to synthesize it. The reactants are: [CH2:1]([N:8]1[CH2:13][CH2:12][CH:11]([C:14]([O:16]CC)=O)[C:10](=O)[CH2:9]1)[C:2]1[CH:7]=[CH:6][CH:5]=[CH:4][CH:3]=1.C(O)(=O)C.[CH:24]([NH2:26])=[NH:25].CCO.CC[O-].[Na+]. (6) The reactants are: I[C:2]1[S:6][C:5]([O:7][C:8]2[CH:13]=[CH:12][C:11]([O:14][C:15]3[CH:20]=[CH:19][CH:18]=[CH:17][CH:16]=3)=[CH:10][CH:9]=2)=[N:4][CH:3]=1.[C:21]([Si:25]([CH3:32])([CH3:31])[O:26][CH:27]([CH3:30])[C:28]#[CH:29])([CH3:24])([CH3:23])[CH3:22].C(N(CC)CC)C. Given the product [C:21]([Si:25]([CH3:31])([CH3:32])[O:26][CH:27]([CH3:30])[CH2:28][CH:29]=[C:2]1[S:6][CH:5]([O:7][C:8]2[CH:13]=[CH:12][C:11]([O:14][C:15]3[CH:20]=[CH:19][CH:18]=[CH:17][CH:16]=3)=[CH:10][CH:9]=2)[N:4]=[CH:3]1)([CH3:24])([CH3:23])[CH3:22], predict the reactants needed to synthesize it. (7) Given the product [OH:1][C:2]([CH3:34])([CH3:35])[CH2:3][C@@:4]1([C:28]2[CH:33]=[CH:32][CH:31]=[CH:30][CH:29]=2)[O:9][C:8](=[O:10])[N:7]([C@H:11]([C:13]2[CH:14]=[CH:15][C:16]([C:37]3[CH:42]=[CH:41][CH:40]=[C:39]([C:43]4([S:46]([CH3:49])(=[O:48])=[O:47])[CH2:45][CH2:44]4)[N:38]=3)=[CH:17][CH:18]=2)[CH3:12])[CH2:6][CH2:5]1, predict the reactants needed to synthesize it. The reactants are: [OH:1][C:2]([CH3:35])([CH3:34])[CH2:3][C@@:4]1([C:28]2[CH:33]=[CH:32][CH:31]=[CH:30][CH:29]=2)[O:9][C:8](=[O:10])[N:7]([C@H:11]([C:13]2[CH:18]=[CH:17][C:16](B3OC(C)(C)C(C)(C)O3)=[CH:15][CH:14]=2)[CH3:12])[CH2:6][CH2:5]1.Br[C:37]1[CH:42]=[CH:41][CH:40]=[C:39]([C:43]2([S:46]([CH3:49])(=[O:48])=[O:47])[CH2:45][CH2:44]2)[N:38]=1. (8) Given the product [CH:30]1([NH:33][C:34]([NH:35][C:36]2[CH:41]=[CH:40][C:39]([C:2]3[CH:7]=[C:6]([C:17]4[CH:16]=[N:15][CH:20]=[CH:19][CH:18]=4)[N:5]=[C:4]([N:9]4[CH2:14][CH2:13][O:12][CH2:11][CH2:10]4)[N:3]=3)=[CH:38][CH:37]=2)=[O:51])[CH2:32][CH2:31]1, predict the reactants needed to synthesize it. The reactants are: Cl[C:2]1[CH:7]=[C:6](Cl)[N:5]=[C:4]([N:9]2[CH2:14][CH2:13][O:12][CH2:11][CH2:10]2)[N:3]=1.[N:15]1[CH:20]=[CH:19][CH:18]=[C:17](B(O)O)[CH:16]=1.C([O-])([O-])=O.[Cs+].[Cs+].[CH:30]1([NH:33][C:34](=[O:51])[NH:35][C:36]2[CH:41]=[CH:40][C:39](B3OC(C)(C)C(C)(C)O3)=[CH:38][CH:37]=2)[CH2:32][CH2:31]1. (9) Given the product [C:32]([O:36][C:37](=[O:51])[CH2:38][CH:39]([NH:43][C:44]([O:46][C:47]([CH3:50])([CH3:49])[CH3:48])=[O:45])[C:40]([N:17]1[C:18]2[C:14](=[CH:13][C:12]([O:11][C@H:8]3[CH2:9][CH2:10][C@H:5]([C:1]([CH3:4])([CH3:2])[CH3:3])[CH2:6][CH2:7]3)=[CH:20][CH:19]=2)[CH2:15][CH2:16]1)=[O:41])([CH3:35])([CH3:34])[CH3:33], predict the reactants needed to synthesize it. The reactants are: [C:1]([CH:5]1[CH2:10][CH2:9][CH:8]([O:11][C:12]2[CH:13]=[C:14]3[C:18](=[CH:19][CH:20]=2)[NH:17][CH2:16][CH2:15]3)[CH2:7][CH2:6]1)([CH3:4])([CH3:3])[CH3:2].C1C=C2N=NN(O)C2=CC=1.O.[C:32]([O:36][C:37](=[O:51])[CH2:38][CH:39]([NH:43][C:44]([O:46][C:47]([CH3:50])([CH3:49])[CH3:48])=[O:45])[C:40](O)=[O:41])([CH3:35])([CH3:34])[CH3:33].Cl.CN(C)CCCN=C=NCC. (10) Given the product [F:20][C:16]1([F:21])[CH2:17][CH2:18][CH2:19][N:14]([CH2:13][C:11]2[O:12][C:3]3[C:2]([C:30]4[CH:35]=[CH:34][N:33]=[C:32]([NH:36][C:37](=[O:39])[CH3:38])[CH:31]=4)=[CH:7][N:6]([CH3:8])[C:5](=[O:9])[C:4]=3[CH:10]=2)[CH2:15]1, predict the reactants needed to synthesize it. The reactants are: Br[C:2]1[C:3]2[O:12][C:11]([CH2:13][N:14]3[CH2:19][CH2:18][CH2:17][C:16]([F:21])([F:20])[CH2:15]3)=[CH:10][C:4]=2[C:5](=[O:9])[N:6]([CH3:8])[CH:7]=1.CC1(C)C(C)(C)OB([C:30]2[CH:35]=[CH:34][N:33]=[C:32]([NH:36][C:37](=[O:39])[CH3:38])[CH:31]=2)O1.C(=O)([O-])[O-].[K+].[K+].C1(C)C=CC=CC=1.